This data is from Forward reaction prediction with 1.9M reactions from USPTO patents (1976-2016). The task is: Predict the product of the given reaction. (1) Given the reactants [Br:1][C:2]1[CH:7]=[CH:6][C:5]([Br:8])=[CH:4][CH:3]=1.[Cl-].[Cl-].[Cl-].[Al+3].[CH3:13][C:14](=[CH2:18])[C:15](Cl)=[O:16], predict the reaction product. The product is: [Br:1][C:2]1[CH:7]=[CH:6][C:5]([Br:8])=[C:4]2[C:3]=1[CH2:13][CH:14]([CH3:18])[C:15]2=[O:16]. (2) Given the reactants [C:1]([Li])([CH3:4])([CH3:3])[CH3:2].[CH:6]1[CH:11]=[CH:10][C:9]([C:12]2[CH:25]=[CH:24][N:23]=[C:22]3[C:13]=2[CH:14]=[CH:15][C:16]2[C:21]3=[N:20][CH:19]=[CH:18][C:17]=2[C:26]2[CH:31]=[CH:30][CH:29]=[CH:28][CH:27]=2)=[CH:8][CH:7]=1.O, predict the reaction product. The product is: [C:26]1([C:17]2[C:16]3[C:21](=[C:22]4[C:13](=[CH:14][CH:15]=3)[C:12]([C:9]3[CH:8]=[CH:7][CH:6]=[CH:11][CH:10]=3)=[CH:25][C:24]([C:14]3[CH:2]=[C:1]([CH3:4])[CH:3]=[CH:22][CH:13]=3)=[N:23]4)[N:20]=[C:19]([C:7]3[CH:8]=[C:9]([CH3:12])[CH:10]=[CH:11][CH:6]=3)[CH:18]=2)[CH:31]=[CH:30][CH:29]=[CH:28][CH:27]=1. (3) Given the reactants [CH2:1]([NH:8][C:9]1[CH2:13][O:12][CH2:11][C:10]=1[C:14]([O:16][CH3:17])=[O:15])[C:2]1[CH:7]=[CH:6][CH:5]=[CH:4][CH:3]=1.C(O[BH-](OC(=O)C)OC(=O)C)(=O)C.[Na+], predict the reaction product. The product is: [CH2:1]([NH:8][C@H:9]1[CH2:13][O:12][CH2:11][C@H:10]1[C:14]([O:16][CH3:17])=[O:15])[C:2]1[CH:3]=[CH:4][CH:5]=[CH:6][CH:7]=1. (4) The product is: [C:24](=[O:25])([O:1][C:2]1[CH:7]=[CH:6][C:5]([C:8]2[NH:9][C:10](=[O:23])[C:11]3[C:16]([C:17]=2[N+:18]([O-:20])=[O:19])=[CH:15][CH:14]=[C:13]([O:21][CH3:22])[CH:12]=3)=[CH:4][CH:3]=1)[O:27][C:5]([CH3:8])([CH3:6])[CH3:4]. Given the reactants [OH:1][C:2]1[CH:7]=[CH:6][C:5]([C:8]2[NH:9][C:10](=[O:23])[C:11]3[C:16]([C:17]=2[N+:18]([O-:20])=[O:19])=[CH:15][CH:14]=[C:13]([O:21][CH3:22])[CH:12]=3)=[CH:4][CH:3]=1.[C:24]([O-:27])([O-])=[O:25].[K+].[K+], predict the reaction product. (5) The product is: [C:6]([O:10][C:11](=[O:23])[NH:12][CH2:13][C:14]1[CH:19]=[C:18]([NH:20][CH:36]([C:42]#[N:43])[C:28]2[CH:27]=[C:26]([O:25][CH3:24])[C:35]3[O:34][CH2:33][O:32][CH2:31][C:30]=3[CH:29]=2)[CH:17]=[CH:16][C:15]=1[C:21]#[N:22])([CH3:9])([CH3:7])[CH3:8]. Given the reactants C1COCC1.[C:6]([O:10][C:11](=[O:23])[NH:12][CH2:13][C:14]1[CH:19]=[C:18]([NH2:20])[CH:17]=[CH:16][C:15]=1[C:21]#[N:22])([CH3:9])([CH3:8])[CH3:7].[CH3:24][O:25][C:26]1[C:35]2[O:34][CH2:33][O:32][CH2:31][C:30]=2[CH:29]=[C:28]([CH:36]=O)[CH:27]=1.C[Si]([C:42]#[N:43])(C)C, predict the reaction product. (6) Given the reactants [CH2:1]([O:3][C:4]([C:6]1[NH:7]C(C=O)=CC=1)=[O:5])[CH3:2].S(=O)(=O)(O)N.Cl([O-])=O.[Na+].P([O-])(O)(O)=O.[K+].[C:28]([OH:32])(C)(C)C.[O:33]1[CH2:37][CH2:36][CH2:35][CH2:34]1.O, predict the reaction product. The product is: [CH3:28][O:32][C:37]([C:36]1[NH:7][C:6]([C:4]([O:3][CH2:1][CH3:2])=[O:5])=[CH:34][CH:35]=1)=[O:33]. (7) Given the reactants Br[C:2]1[CH:3]=[N:4][C:5]2[N:6]([N:8]=[C:9]([C:11]([N:13]3[CH2:18][CH2:17][CH2:16][CH2:15][CH2:14]3)=[O:12])[N:10]=2)[CH:7]=1.[F:19][C:20]1[CH:21]=[C:22]([C:26]#[CH:27])[CH:23]=[CH:24][CH:25]=1, predict the reaction product. The product is: [F:19][C:20]1[CH:21]=[C:22]([C:26]#[C:27][C:2]2[CH:3]=[N:4][C:5]3[N:6]([N:8]=[C:9]([C:11]([N:13]4[CH2:18][CH2:17][CH2:16][CH2:15][CH2:14]4)=[O:12])[N:10]=3)[CH:7]=2)[CH:23]=[CH:24][CH:25]=1. (8) The product is: [CH:9]1[C:10]2[NH:11][C:12]3[C:17](=[CH:16][CH:15]=[CH:14][CH:13]=3)[C:18]=2[CH:19]=[CH:7][CH:8]=1.[C:1]1([C:7]2[CH:8]=[CH:9][C:10]3[N:11]([C:26]4[CH:41]=[CH:40][CH:39]=[C:28]([O:29][CH3:30])[CH:27]=4)[C:12]4[C:17]([C:18]=3[CH:19]=2)=[CH:16][C:15]([C:20]2[CH:25]=[CH:24][CH:23]=[CH:22][CH:21]=2)=[CH:14][CH:13]=4)[CH:2]=[CH:3][CH:4]=[CH:5][CH:6]=1. Given the reactants [C:1]1([C:7]2[CH:8]=[CH:9][C:10]3[N:11]([C:26]4[CH:27]=[C:28]([CH:39]=[CH:40][CH:41]=4)[O:29][CH2:30]CCCCCCCS)[C:12]4[C:17]([C:18]=3[CH:19]=2)=[CH:16][C:15]([C:20]2[CH:25]=[CH:24][CH:23]=[CH:22][CH:21]=2)=[CH:14][CH:13]=4)[CH:6]=[CH:5][CH:4]=[CH:3][CH:2]=1.C1C2NC3C(=CC=CC=3)C=2C=CC=1, predict the reaction product. (9) Given the reactants [OH:1][CH2:2][C@@H:3]1[CH:20]2[C@:15]([CH3:22])([CH2:16][CH2:17][C:18](=[O:21])[CH2:19]2)[C@@H:14]2[C@H:5]([C@H:6]3[C@@:10]([CH2:12][CH2:13]2)([CH3:11])[C:9](=[O:23])[CH2:8][CH2:7]3)[CH2:4]1.[CH3:24][C:25](OC(C)=O)=[O:26], predict the reaction product. The product is: [C:25]([O:1][CH2:2][C@@H:3]1[CH:20]2[C@:15]([CH3:22])([CH2:16][CH2:17][C:18](=[O:21])[CH2:19]2)[C@@H:14]2[C@H:5]([C@H:6]3[C@@:10]([CH2:12][CH2:13]2)([CH3:11])[C:9](=[O:23])[CH2:8][CH2:7]3)[CH2:4]1)(=[O:26])[CH3:24].